From a dataset of Full USPTO retrosynthesis dataset with 1.9M reactions from patents (1976-2016). Predict the reactants needed to synthesize the given product. (1) Given the product [CH3:21][C:17]1[CH:16]=[C:15]([N:6]2[C:7](=[O:14])[C:8]3[S:13][CH:12]=[CH:11][C:9]=3[N:10]=[C:5]2[CH:2]([NH:1][C:23]2[N:31]=[CH:30][N:29]=[C:28]3[C:24]=2[N:25]=[CH:26][N:27]3[CH:32]2[CH2:37][CH2:36][CH2:35][CH2:34][O:33]2)[CH2:3][CH3:4])[CH:20]=[CH:19][CH:18]=1, predict the reactants needed to synthesize it. The reactants are: [NH2:1][CH:2]([C:5]1[N:6]([C:15]2[CH:20]=[CH:19][CH:18]=[C:17]([CH3:21])[CH:16]=2)[C:7](=[O:14])[C:8]2[S:13][CH:12]=[CH:11][C:9]=2[N:10]=1)[CH2:3][CH3:4].Cl[C:23]1[N:31]=[CH:30][N:29]=[C:28]2[C:24]=1[N:25]=[CH:26][N:27]2[CH:32]1[CH2:37][CH2:36][CH2:35][CH2:34][O:33]1. (2) Given the product [C:1]([O:5][C:6](=[O:23])[NH:7][C@@H:8]([C@H:16]1[CH2:21][CH2:20][C@@H:19]([N:69]=[N+:70]=[N-:71])[CH2:18][CH2:17]1)[C:9](=[O:15])[N:10]1[CH2:14][CH2:13][CH2:12][CH2:11]1)([CH3:4])([CH3:3])[CH3:2], predict the reactants needed to synthesize it. The reactants are: [C:1]([O:5][C:6](=[O:23])[NH:7][C@@H:8]([C@H:16]1[CH2:21][CH2:20][C@H:19](O)[CH2:18][CH2:17]1)[C:9](=[O:15])[N:10]1[CH2:14][CH2:13][CH2:12][CH2:11]1)([CH3:4])([CH3:3])[CH3:2].C1(P(C2C=CC=CC=2)C2C=CC=CC=2)C=CC=CC=1.N(C(OCC)=O)=NC(OCC)=O.C1(P([N:69]=[N+:70]=[N-:71])(C2C=CC=CC=2)=O)C=CC=CC=1. (3) Given the product [F:1][C:2]1[CH:7]=[CH:6][C:5]([S:8]([NH:11][C:12]2[C:17]([C:18]([O:20][CH2:21][C:22]3[CH:23]=[CH:24][CH:25]=[CH:26][CH:27]=3)=[O:19])=[C:16]([CH3:28])[C:15]([CH:29]([OH:31])[CH3:30])=[CH:14][CH:13]=2)(=[O:9])=[O:10])=[CH:4][CH:3]=1, predict the reactants needed to synthesize it. The reactants are: [F:1][C:2]1[CH:7]=[CH:6][C:5]([S:8]([NH:11][C:12]2[C:17]([C:18]([O:20][CH2:21][C:22]3[CH:27]=[CH:26][CH:25]=[CH:24][CH:23]=3)=[O:19])=[C:16]([CH3:28])[C:15]([CH:29]=[CH2:30])=[CH:14][CH:13]=2)(=[O:10])=[O:9])=[CH:4][CH:3]=1.[O:31]1CCOCC1. (4) The reactants are: C[O:2][C:3]([C:5]1[CH:6]=[C:7]([CH:24]=[CH:25][CH:26]=1)[O:8][CH2:9][C:10]1[C:15]([CH3:16])=[CH:14][CH:13]=[CH:12][C:11]=1[N:17]1[C:21](=[O:22])[N:20]([CH3:23])[N:19]=[N:18]1)=O.[BH4-].[Li+].C(=O)([O-])O.[Na+]. Given the product [OH:2][CH2:3][C:5]1[CH:6]=[C:7]([CH:24]=[CH:25][CH:26]=1)[O:8][CH2:9][C:10]1[C:15]([CH3:16])=[CH:14][CH:13]=[CH:12][C:11]=1[N:17]1[C:21](=[O:22])[N:20]([CH3:23])[N:19]=[N:18]1, predict the reactants needed to synthesize it. (5) Given the product [Cl:22][CH2:8][C:7]1[C:2]([CH3:1])=[N:3][C:4]([C:10]2[CH:15]=[CH:14][C:13]([C:16]([F:19])([F:18])[F:17])=[CH:12][CH:11]=2)=[CH:5][CH:6]=1, predict the reactants needed to synthesize it. The reactants are: [CH3:1][C:2]1[C:7]([CH2:8]O)=[CH:6][CH:5]=[C:4]([C:10]2[CH:15]=[CH:14][C:13]([C:16]([F:19])([F:18])[F:17])=[CH:12][CH:11]=2)[N:3]=1.O=S(Cl)[Cl:22]. (6) Given the product [CH3:21][O:18][C:3]1[CH:17]=[CH:16][C:6]([CH2:7][O:8][CH2:9][CH2:10][C:11]2[NH:20][N:19]=[C:13]([NH2:14])[CH:12]=2)=[CH:5][CH:4]=1, predict the reactants needed to synthesize it. The reactants are: CO[C:3]1[CH:17]=[CH:16][C:6]([CH2:7][O:8][CH2:9][CH2:10][C:11](=O)[CH2:12][C:13]#[N:14])=[CH:5][CH:4]=1.[OH2:18].[NH2:19][NH2:20].[CH3:21]CO. (7) Given the product [F:1][C:2]1[C:8]([CH2:18][C:17]2[CH:20]=[CH:21][C:14]([Br:13])=[CH:15][CH:16]=2)=[CH:7][CH:6]=[C:5]([N+:10]([O-:12])=[O:11])[C:3]=1[NH2:4], predict the reactants needed to synthesize it. The reactants are: [F:1][C:2]1[C:8](F)=[CH:7][CH:6]=[C:5]([N+:10]([O-:12])=[O:11])[C:3]=1[NH2:4].[Br:13][C:14]1[CH:21]=[CH:20][C:17]([CH2:18]N)=[CH:16][CH:15]=1.CS(C)=O.CCN(CC)CC. (8) Given the product [NH2:1][C:2]1[N:11]=[CH:10][C:9]2[C:8]([NH:18][CH2:17][C:16]3[CH:19]=[CH:20][CH:21]=[CH:22][C:15]=3[NH2:14])=[N:7][CH:6]=[N:5][C:4]=2[CH:3]=1, predict the reactants needed to synthesize it. The reactants are: [NH2:1][C:2]1[N:11]=[CH:10][C:9]2[C:8](SC)=[N:7][CH:6]=[N:5][C:4]=2[CH:3]=1.[NH2:14][C:15]1[CH:22]=[CH:21][CH:20]=[CH:19][C:16]=1[CH2:17][NH2:18].